Task: Regression. Given a peptide amino acid sequence and an MHC pseudo amino acid sequence, predict their binding affinity value. This is MHC class II binding data.. Dataset: Peptide-MHC class II binding affinity with 134,281 pairs from IEDB The MHC is DRB1_0701 with pseudo-sequence DRB1_0701. The peptide sequence is VQLIRMAEAEMVIHH. The binding affinity (normalized) is 0.575.